Dataset: Forward reaction prediction with 1.9M reactions from USPTO patents (1976-2016). Task: Predict the product of the given reaction. Given the reactants [OH:1][C:2]1[C:7]([P:8](=[O:21])([C:15]2[CH:20]=[CH:19][CH:18]=[CH:17][CH:16]=2)[C:9]2[CH:14]=[CH:13][CH:12]=[CH:11][CH:10]=2)=[CH:6][CH:5]=[CH:4][N:3]=1.CC(C)([O-])C.[Li+:27], predict the reaction product. The product is: [C:9]1([P:8]([C:7]2[C:2]([O-:1])=[N:3][CH:4]=[CH:5][CH:6]=2)([C:15]2[CH:20]=[CH:19][CH:18]=[CH:17][CH:16]=2)=[O:21])[CH:10]=[CH:11][CH:12]=[CH:13][CH:14]=1.[Li+:27].